Dataset: Acute oral toxicity (LD50) regression data from Zhu et al.. Task: Regression/Classification. Given a drug SMILES string, predict its toxicity properties. Task type varies by dataset: regression for continuous values (e.g., LD50, hERG inhibition percentage) or binary classification for toxic/non-toxic outcomes (e.g., AMES mutagenicity, cardiotoxicity, hepatotoxicity). Dataset: ld50_zhu. (1) The drug is CON=C(C)C(=NOC(=O)N(C)SN(C)C(=O)ON=C(C)SC)C(=O)N(C)C. The rat oral LD50 is 4.26, given as -log10 of the dose in mol/kg body weight (higher means more acutely toxic). (2) The molecule is CC=C1CC(C)C(C)(O)C(=O)OCC2=CCN3CCC(OC1=O)C23. The rat oral LD50 is 3.60, given as -log10 of the dose in mol/kg body weight (higher means more acutely toxic). (3) The drug is CC1=C2C(=O)OC(c3ccoc3)C2(C)CCC1. The rat oral LD50 is 2.93, given as -log10 of the dose in mol/kg body weight (higher means more acutely toxic).